The task is: Predict the reactants needed to synthesize the given product.. This data is from Full USPTO retrosynthesis dataset with 1.9M reactions from patents (1976-2016). (1) Given the product [Cl:1][C:2]1[N:7]=[CH:6][C:5]2[CH:8]=[N:9][N:10]([S:24]([C:21]3[CH:22]=[CH:23][C:18]([F:17])=[CH:19][CH:20]=3)(=[O:26])=[O:25])[C:4]=2[CH:3]=1, predict the reactants needed to synthesize it. The reactants are: [Cl:1][C:2]1[N:7]=[CH:6][C:5]2[CH:8]=[N:9][NH:10][C:4]=2[CH:3]=1.N1C=CC=CC=1.[F:17][C:18]1[CH:23]=[CH:22][C:21]([S:24](Cl)(=[O:26])=[O:25])=[CH:20][CH:19]=1. (2) The reactants are: [OH-].C([N+](CCCC)(CCCC)CCCC)CCC.[CH:19]1([C:25]2[C:26]3[CH:27]=[CH:28][C:29]([C:49]([O:51][C:52]([CH3:55])([CH3:54])[CH3:53])=[O:50])=[CH:30][C:31]=3[N:32]3[CH2:38][C:37]([C:39]([O:41]C)=[O:40])=[CH:36][C:35]4[CH:43]=[C:44]([O:47][CH3:48])[CH:45]=[CH:46][C:34]=4[C:33]=23)[CH2:24][CH2:23][CH2:22][CH2:21][CH2:20]1.Cl. Given the product [C:52]([O:51][C:49]([C:29]1[CH:28]=[CH:27][C:26]2[C:25]([CH:19]3[CH2:24][CH2:23][CH2:22][CH2:21][CH2:20]3)=[C:33]3[C:34]4[CH:46]=[CH:45][C:44]([O:47][CH3:48])=[CH:43][C:35]=4[CH:36]=[C:37]([C:39]([OH:41])=[O:40])[CH2:38][N:32]3[C:31]=2[CH:30]=1)=[O:50])([CH3:55])([CH3:53])[CH3:54], predict the reactants needed to synthesize it. (3) Given the product [ClH:1].[Cl:1][C:2]1[CH:3]=[C:4]([CH2:5][OH:6])[CH:7]=[C:8]([Cl:28])[C:9]=1[N:10]1[CH:27]=[C:13]2[C:14]([NH:19][C:20]3[CH:25]=[C:24]([CH3:26])[N:23]=[CH:22][N:21]=3)=[N:15][CH:16]=[C:17]([F:18])[C:12]2=[N:11]1, predict the reactants needed to synthesize it. The reactants are: [Cl:1][C:2]1[CH:3]=[C:4]([CH:7]=[C:8]([Cl:28])[C:9]=1[N:10]1[CH:27]=[C:13]2[C:14]([NH:19][C:20]3[CH:25]=[C:24]([CH3:26])[N:23]=[CH:22][N:21]=3)=[N:15][CH:16]=[C:17]([F:18])[C:12]2=[N:11]1)[CH:5]=[O:6].[BH4-].[Na+].Cl. (4) Given the product [C:11]([C:10]1[C:4]2[S:3][C:2]([NH:1][C:44]([CH:41]3[CH2:43][CH2:42]3)=[O:45])=[N:6][C:5]=2[CH:7]=[CH:8][C:9]=1[O:13][C:14]1[CH:15]=[CH:16][C:17]([F:34])=[C:18]([NH:20][C:21](=[O:33])[CH2:22][C:23]2[CH:28]=[CH:27][CH:26]=[C:25]([C:29]([F:32])([F:30])[F:31])[CH:24]=2)[CH:19]=1)#[N:12], predict the reactants needed to synthesize it. The reactants are: [NH2:1][C:2]1[S:3][C:4]2[C:10]([C:11]#[N:12])=[C:9]([O:13][C:14]3[CH:15]=[CH:16][C:17]([F:34])=[C:18]([NH:20][C:21](=[O:33])[CH2:22][C:23]4[CH:28]=[CH:27][CH:26]=[C:25]([C:29]([F:32])([F:31])[F:30])[CH:24]=4)[CH:19]=3)[CH:8]=[CH:7][C:5]=2[N:6]=1.N1C=CC=CC=1.[CH:41]1([C:44](Cl)=[O:45])[CH2:43][CH2:42]1.O. (5) Given the product [CH2:20]([O:19][C:7]1[CH:6]=[C:5]([CH2:4][OH:3])[CH:10]=[C:9]([O:11][CH2:12][CH3:13])[C:8]=1[N:14]1[CH:15]=[CH:16][CH:17]=[CH:18]1)[CH3:21], predict the reactants needed to synthesize it. The reactants are: C([O:3][C:4](=O)[C:5]1[CH:10]=[C:9]([O:11][CH2:12][CH3:13])[C:8]([N:14]2[CH:18]=[CH:17][CH:16]=[CH:15]2)=[C:7]([O:19][CH2:20][CH3:21])[CH:6]=1)C.[H-].C([Al+]CC(C)C)C(C)C. (6) Given the product [Cl:1][C:2]1[CH:3]=[C:4]([CH:12]([OH:13])[CH3:14])[C:5]2[O:10][CH2:9][CH2:8][O:7][C:6]=2[CH:11]=1, predict the reactants needed to synthesize it. The reactants are: [Cl:1][C:2]1[CH:3]=[C:4]([CH:12]=[O:13])[C:5]2[O:10][CH2:9][CH2:8][O:7][C:6]=2[CH:11]=1.[CH3:14][Mg+].[Br-].